From a dataset of Full USPTO retrosynthesis dataset with 1.9M reactions from patents (1976-2016). Predict the reactants needed to synthesize the given product. (1) Given the product [Cl:27][C:24]1[CH:25]=[CH:26][C:21]([CH2:20][O:19][C:17]2[CH:16]=[CH:15][C:14]([S:28][C:29]3[CH:34]=[CH:33][C:32]([OH:35])=[CH:31][CH:30]=3)=[C:13]([NH:12][C:2]3[C:11]4[C:6](=[N:7][CH:8]=[CH:9][CH:10]=4)[N:5]=[CH:4][CH:3]=3)[CH:18]=2)=[CH:22][CH:23]=1, predict the reactants needed to synthesize it. The reactants are: Cl[C:2]1[C:11]2[C:6](=[N:7][CH:8]=[CH:9][CH:10]=2)[N:5]=[CH:4][CH:3]=1.[NH2:12][C:13]1[CH:18]=[C:17]([O:19][CH2:20][C:21]2[CH:26]=[CH:25][C:24]([Cl:27])=[CH:23][CH:22]=2)[CH:16]=[CH:15][C:14]=1[S:28][C:29]1[CH:34]=[CH:33][C:32]([OH:35])=[CH:31][CH:30]=1. (2) Given the product [Cl:1][C:2]1[CH:7]=[CH:6][C:5]([CH:8]2[CH:12]([C:13]3[CH:18]=[CH:17][C:16]([Cl:19])=[CH:15][CH:14]=3)[N:11]([C:30]([Cl:32])=[O:31])[C:10]([C:20]3[C:21]([O:27][CH2:28][CH3:29])=[N:22][C:23]([CH3:26])=[N:24][CH:25]=3)=[N:9]2)=[CH:4][CH:3]=1, predict the reactants needed to synthesize it. The reactants are: [Cl:1][C:2]1[CH:7]=[CH:6][C:5]([CH:8]2[CH:12]([C:13]3[CH:18]=[CH:17][C:16]([Cl:19])=[CH:15][CH:14]=3)[NH:11][C:10]([C:20]3[C:21]([O:27][CH2:28][CH3:29])=[N:22][C:23]([CH3:26])=[N:24][CH:25]=3)=[N:9]2)=[CH:4][CH:3]=1.[C:30](Cl)([Cl:32])=[O:31]. (3) Given the product [CH2:2]([N:19]1[CH2:20][CH2:21][N:16]([C:15]2[CH:14]=[CH:13][C:12]([NH:22][C:23](=[O:30])[C:24]3[CH:29]=[CH:28][CH:27]=[CH:26][N:25]=3)=[CH:11][C:10]=2[Cl:9])[CH2:17][CH2:18]1)[C:3]1[CH:8]=[CH:7][CH:6]=[CH:5][CH:4]=1, predict the reactants needed to synthesize it. The reactants are: Br[CH2:2][C:3]1[CH:8]=[CH:7][CH:6]=[CH:5][CH:4]=1.[Cl:9][C:10]1[CH:11]=[C:12]([NH:22][C:23](=[O:30])[C:24]2[CH:29]=[CH:28][CH:27]=[CH:26][N:25]=2)[CH:13]=[CH:14][C:15]=1[N:16]1[CH2:21][CH2:20][NH:19][CH2:18][CH2:17]1.C([O-])([O-])=O.[K+].[K+]. (4) Given the product [C:1]([O:5][C:6]([N:8]1[CH2:13][CH2:12][CH:11]([NH:14][C:15]2[O:16][C:17]3[CH:23]=[CH:22][C:21]([NH:24][C:29]([CH:25]4[CH2:28][CH2:27][CH2:26]4)=[O:30])=[CH:20][C:18]=3[N:19]=2)[CH2:10][CH2:9]1)=[O:7])([CH3:4])([CH3:2])[CH3:3], predict the reactants needed to synthesize it. The reactants are: [C:1]([O:5][C:6]([N:8]1[CH2:13][CH2:12][CH:11]([NH:14][C:15]2[O:16][C:17]3[CH:23]=[CH:22][C:21]([NH2:24])=[CH:20][C:18]=3[N:19]=2)[CH2:10][CH2:9]1)=[O:7])([CH3:4])([CH3:3])[CH3:2].[CH:25]1([C:29](Cl)=[O:30])[CH2:28][CH2:27][CH2:26]1.C(N(C(C)C)CC)(C)C.O.